From a dataset of Reaction yield outcomes from USPTO patents with 853,638 reactions. Predict the reaction yield, written as a fraction of the theoretical maximum amount of product (1.0 means a 100% yield; for example, 0.34 means a 34% yield). (1) The reactants are [OH:1][C:2]1[CH:10]=[CH:9][C:5]([C:6]([OH:8])=[O:7])=[CH:4][N:3]=1.[Si](C=[N+]=[N-])(C)(C)[CH3:12]. The catalyst is C1C=CC=CC=1. The product is [OH:1][C:2]1[CH:10]=[CH:9][C:5]([C:6]([O:8][CH3:12])=[O:7])=[CH:4][N:3]=1. The yield is 0.710. (2) The reactants are C([O:5][C:6](=[O:54])[CH2:7][CH2:8][CH2:9][CH2:10][CH2:11][CH2:12][N:13]1[C:22]2[C:17]([C:18](=[O:24])[NH:19][C:20](=[O:23])[N:21]=2)=[N:16][C:15]2[CH:25]=[C:26]([CH3:53])[C:27]([N:29]3[CH2:34][CH2:33][N:32]([C:35]4[CH:44]=[C:43]5[C:38]([C:39](=[O:51])[C:40]([C:48]([OH:50])=[O:49])=[CH:41][N:42]5[CH:45]5[CH2:47][CH2:46]5)=[CH:37][C:36]=4[F:52])[CH2:31][CH2:30]3)=[CH:28][C:14]1=2)(C)(C)C. The catalyst is C(O)(C(F)(F)F)=O.C(Cl)Cl. The product is [C:6]([CH2:7][CH2:8][CH2:9][CH2:10][CH2:11][CH2:12][N:13]1[C:22]2[C:17]([C:18](=[O:24])[NH:19][C:20](=[O:23])[N:21]=2)=[N:16][C:15]2[CH:25]=[C:26]([CH3:53])[C:27]([N:29]3[CH2:30][CH2:31][N:32]([C:35]4[CH:44]=[C:43]5[C:38]([C:39](=[O:51])[C:40]([C:48]([OH:50])=[O:49])=[CH:41][N:42]5[CH:45]5[CH2:46][CH2:47]5)=[CH:37][C:36]=4[F:52])[CH2:33][CH2:34]3)=[CH:28][C:14]1=2)([OH:54])=[O:5]. The yield is 0.680. (3) The reactants are [NH:1]([C:8]([C:10]1[CH:11]=[C:12]([C:16](=[C:30]2[CH2:35][CH2:34][NH:33][CH2:32][CH2:31]2)[C:17]2[CH:29]=[CH:28][C:20]([C:21]([N:23]([CH2:26][CH3:27])[CH2:24][CH3:25])=[O:22])=[CH:19][CH:18]=2)[CH:13]=[CH:14][CH:15]=1)=[O:9])[C:2]1[CH:7]=[CH:6][CH:5]=[CH:4][CH:3]=1.[C:36](OC(N1CCC(=C(C2C=CC(C(N(CC)CC)=O)=CC=2)C2C=C(C=CC=2)C(O)=O)CC1)=O)(C)(C)[CH3:37].C1(CCN)C=CC=CC=1.C(O)(C(F)(F)F)=O. No catalyst specified. The product is [C:4]1([CH2:3][CH2:2][NH:1][C:8]([C:10]2[CH:11]=[C:12]([C:16](=[C:30]3[CH2:35][CH2:34][NH:33][CH2:32][CH2:31]3)[C:17]3[CH:18]=[CH:19][C:20]([C:21]([N:23]([CH2:24][CH3:25])[CH2:26][CH3:27])=[O:22])=[CH:28][CH:29]=3)[CH:13]=[CH:14][CH:15]=2)=[O:9])[CH:5]=[CH:6][CH:7]=[CH:37][CH:36]=1. The yield is 0.670. (4) The reactants are [H-].[Na+].O1CCCC1.[Br:8][C:9]1[S:10][C:11]([C:15]2[NH:16][CH:17]=[CH:18][N:19]=2)=[C:12]([Br:14])[N:13]=1.[CH3:20][Si:21]([CH3:28])([CH3:27])[CH2:22][CH2:23][O:24][CH2:25]Cl. No catalyst specified. The product is [Br:8][C:9]1[S:10][C:11]([C:15]2[N:19]([CH2:25][O:24][CH2:23][CH2:22][Si:21]([CH3:28])([CH3:27])[CH3:20])[CH:18]=[CH:17][N:16]=2)=[C:12]([Br:14])[N:13]=1. The yield is 0.817. (5) The reactants are [OH-].[K+].[CH3:3][O:4][CH2:5][O:6][C:7]1[CH:16]=[C:15]([O:17][CH2:18][O:19][CH3:20])[C:14]([CH:21]([CH3:23])[CH3:22])=[CH:13][C:8]=1[C:9]([O:11]C)=[O:10]. The catalyst is CO.O. The product is [CH3:3][O:4][CH2:5][O:6][C:7]1[CH:16]=[C:15]([O:17][CH2:18][O:19][CH3:20])[C:14]([CH:21]([CH3:23])[CH3:22])=[CH:13][C:8]=1[C:9]([OH:11])=[O:10]. The yield is 0.730. (6) The reactants are O1CCCC1.[F:6][C:7]1[CH:8]=[C:9]([CH:22]=[CH:23][CH:24]=1)[O:10][C:11]1[CH:16]=[CH:15][C:14]([CH2:17][C:18](Cl)=[N:19][OH:20])=[CH:13][CH:12]=1.[C:25]([C:27]1[C:28]([NH2:34])=[N:29][C:30]([NH2:33])=[CH:31][CH:32]=1)#[CH:26].C(N(CC)CC)C. The catalyst is O. The product is [F:6][C:7]1[CH:8]=[C:9]([CH:22]=[CH:23][CH:24]=1)[O:10][C:11]1[CH:16]=[CH:15][C:14]([CH2:17][C:18]2[CH:26]=[C:25]([C:27]3[C:28]([NH2:34])=[N:29][C:30]([NH2:33])=[CH:31][CH:32]=3)[O:20][N:19]=2)=[CH:13][CH:12]=1. The yield is 0.342.